Dataset: Full USPTO retrosynthesis dataset with 1.9M reactions from patents (1976-2016). Task: Predict the reactants needed to synthesize the given product. (1) Given the product [C:11]1([C:2]2[C:7]([CH3:8])=[C:6]([CH3:9])[C:5]([CH3:10])=[CH:4][N:3]=2)[CH:16]=[CH:15][CH:14]=[CH:13][CH:12]=1, predict the reactants needed to synthesize it. The reactants are: Br[C:2]1[C:7]([CH3:8])=[C:6]([CH3:9])[C:5]([CH3:10])=[CH:4][N:3]=1.[C:11]1(B(O)O)[CH:16]=[CH:15][CH:14]=[CH:13][CH:12]=1.C([O-])([O-])=O.[K+].[K+].COCCOC. (2) Given the product [F:6][C:7]1[CH:24]=[C:23]([F:25])[CH:22]=[CH:21][C:8]=1[NH:9][C:10]1[C:11]([C:18]([NH:1][O:2][CH2:3][CH2:4][OH:5])=[O:19])=[CH:12][N:13]([CH3:17])[C:14](=[O:16])[CH:15]=1, predict the reactants needed to synthesize it. The reactants are: [NH2:1][O:2][CH2:3][CH2:4][OH:5].[F:6][C:7]1[CH:24]=[C:23]([F:25])[CH:22]=[CH:21][C:8]=1[NH:9][C:10]1[C:11]([C:18](O)=[O:19])=[CH:12][N:13]([CH3:17])[C:14](=[O:16])[CH:15]=1.C1COCC1.C[N+]1(C2N=C(OC)N=C(OC)N=2)CCOCC1.[Cl-].